From a dataset of Full USPTO retrosynthesis dataset with 1.9M reactions from patents (1976-2016). Predict the reactants needed to synthesize the given product. (1) The reactants are: [CH3:1][N:2]([CH3:13])[N:3]=[C:4]1[CH2:9][CH2:8][N:7]([N:10]([CH3:12])[CH3:11])[CH2:6][CH2:5]1.C[Si]([C:18]#[N:19])(C)C. Given the product [CH3:11][N:10]([CH3:12])[N:7]1[CH2:8][CH2:9][C:4]([NH:3][N:2]([CH3:13])[CH3:1])([C:18]#[N:19])[CH2:5][CH2:6]1, predict the reactants needed to synthesize it. (2) The reactants are: [Br:1][C:2]1[CH:3]=[CH:4][C:5](=[O:8])[NH:6][CH:7]=1.[CH:9](I)([CH3:11])[CH3:10]. Given the product [Br:1][C:2]1[CH:3]=[CH:4][C:5]([O:8][CH:9]([CH3:11])[CH3:10])=[N:6][CH:7]=1, predict the reactants needed to synthesize it. (3) Given the product [CH2:1]([O:3][C:4](=[O:19])[C:5]([CH3:6])([O:8][C:9]1[CH:14]=[CH:13][C:12]([CH:15]([NH:17][C:39]([C:32]2[C:33]([C:35]([F:38])([F:36])[F:37])=[N:34][C:29]([C:26]3[CH:25]=[CH:24][C:23]([O:22][C:21]([F:20])([F:42])[F:43])=[CH:28][CH:27]=3)=[N:30][CH:31]=2)=[O:40])[CH3:16])=[CH:11][C:10]=1[CH3:18])[CH3:7])[CH3:2], predict the reactants needed to synthesize it. The reactants are: [CH2:1]([O:3][C:4](=[O:19])[C:5]([O:8][C:9]1[CH:14]=[CH:13][C:12]([CH:15]([NH2:17])[CH3:16])=[CH:11][C:10]=1[CH3:18])([CH3:7])[CH3:6])[CH3:2].[F:20][C:21]([F:43])([F:42])[O:22][C:23]1[CH:28]=[CH:27][C:26]([C:29]2[N:34]=[C:33]([C:35]([F:38])([F:37])[F:36])[C:32]([C:39](O)=[O:40])=[CH:31][N:30]=2)=[CH:25][CH:24]=1. (4) Given the product [CH:35]([N:36]1[CH2:37][CH2:38][N:39]([NH:51][C:26]([CH:8]2[CH:7]([C:1]3[CH:2]=[CH:3][CH:4]=[CH:5][CH:6]=3)[O:11][CH2:10][N:9]2[C:12](=[O:25])[C:13]2[CH:18]=[C:17]([O:19][CH3:20])[C:16]([O:21][CH3:22])=[C:15]([O:23][CH3:24])[CH:14]=2)=[O:27])[CH2:40][CH2:41]1)([C:29]1[CH:30]=[CH:31][CH:32]=[CH:33][CH:34]=1)[C:42]1[CH:47]=[CH:46][CH:45]=[CH:44][CH:43]=1, predict the reactants needed to synthesize it. The reactants are: [C:1]1([CH:7]2[O:11][CH2:10][N:9]([C:12](=[O:25])[C:13]3[CH:18]=[C:17]([O:19][CH3:20])[C:16]([O:21][CH3:22])=[C:15]([O:23][CH3:24])[CH:14]=3)[CH:8]2[C:26](O)=[O:27])[CH:6]=[CH:5][CH:4]=[CH:3][CH:2]=1.[C:29]1([CH:35]([C:42]2[CH:47]=[CH:46][CH:45]=[CH:44][CH:43]=2)[N:36]2[CH2:41][CH2:40][NH:39][CH2:38][CH2:37]2)[CH:34]=[CH:33][CH:32]=[CH:31][CH:30]=1.C([N:51](CC)C(C)C)(C)C.C1CN([P+](ON2N=NC3C=CC=CC2=3)(N2CCCC2)N2CCCC2)CC1.F[P-](F)(F)(F)(F)F.